From a dataset of Catalyst prediction with 721,799 reactions and 888 catalyst types from USPTO. Predict which catalyst facilitates the given reaction. (1) The catalyst class is: 19. Product: [Si:17]([O:16][C@H:12]1[CH2:11][C@H:10]2[CH2:15][C@@H:13]1[CH2:14][C@@H:9]2[OH:8])([C:30]([CH3:33])([CH3:31])[CH3:32])([C:24]1[CH:29]=[CH:28][CH:27]=[CH:26][CH:25]=1)[C:18]1[CH:23]=[CH:22][CH:21]=[CH:20][CH:19]=1. Reactant: C([O:8][C@H:9]1[CH2:14][C@H:13]2[CH2:15][C@@H:10]1[CH2:11][C@@H:12]2[O:16][Si:17]([C:30]([CH3:33])([CH3:32])[CH3:31])([C:24]1[CH:29]=[CH:28][CH:27]=[CH:26][CH:25]=1)[C:18]1[CH:23]=[CH:22][CH:21]=[CH:20][CH:19]=1)C1C=CC=CC=1.[H][H]. (2) Reactant: [CH3:1][C:2]([S:26]([CH3:29])(=[O:28])=[O:27])([CH2:13][CH2:14][N:15]1[CH:19]=[C:18]([C:20]2[CH:25]=[CH:24][CH:23]=[CH:22][CH:21]=2)[N:17]=[CH:16]1)[C:3]([NH:5][O:6]C1CCCCO1)=[O:4].Cl.O1CCOCC1.CO. Product: [OH:6][NH:5][C:3](=[O:4])[C:2]([CH3:1])([S:26]([CH3:29])(=[O:28])=[O:27])[CH2:13][CH2:14][N:15]1[CH:19]=[C:18]([C:20]2[CH:25]=[CH:24][CH:23]=[CH:22][CH:21]=2)[N:17]=[CH:16]1. The catalyst class is: 2. (3) Reactant: C([O:4][CH:5]1[CH2:10][CH2:9][O:8][C:7]([C:15]2[CH:20]=[CH:19][N:18]=[CH:17][C:16]=2[NH:21][C:22](=[O:38])[C:23]2[CH:28]=[CH:27][C:26]([F:29])=[C:25]([C:30]3[C:35]([F:36])=[CH:34][CH:33]=[CH:32][C:31]=3[F:37])[N:24]=2)([C:11]([F:14])([F:13])[F:12])[CH2:6]1)(=O)C.FC1C=CC=C(F)C=1C1N=C(C(NC2C=NC=CC=2C2(C(F)(F)F)CCCCO2)=O)C=CC=1F.C(=O)([O-])[O-].[K+].[K+].O. Product: [F:36][C:35]1[CH:34]=[CH:33][CH:32]=[C:31]([F:37])[C:30]=1[C:25]1[N:24]=[C:23]([C:22]([NH:21][C:16]2[CH:17]=[N:18][CH:19]=[CH:20][C:15]=2[C:7]2([C:11]([F:14])([F:13])[F:12])[CH2:6][CH:5]([OH:4])[CH2:10][CH2:9][O:8]2)=[O:38])[CH:28]=[CH:27][C:26]=1[F:29]. The catalyst class is: 8. (4) Reactant: [CH:1]([C:4]1[N:8]=[C:7]([CH2:9][N:10]2[CH2:14][CH2:13][CH:12]([NH2:15])[CH2:11]2)[O:6][N:5]=1)([CH3:3])[CH3:2].Cl[C:17]1[N:22]=[CH:21][N:20]=[C:19]2[N:23]([C:26]3[CH:31]=[CH:30][C:29]([S:32]([CH3:35])(=[O:34])=[O:33])=[CH:28][C:27]=3[F:36])[N:24]=[CH:25][C:18]=12.C(=O)([O-])[O-].[K+].[K+].O. The catalyst class is: 1. Product: [F:36][C:27]1[CH:28]=[C:29]([S:32]([CH3:35])(=[O:33])=[O:34])[CH:30]=[CH:31][C:26]=1[N:23]1[C:19]2=[N:20][CH:21]=[N:22][C:17]([NH:15][CH:12]3[CH2:13][CH2:14][N:10]([CH2:9][C:7]4[O:6][N:5]=[C:4]([CH:1]([CH3:3])[CH3:2])[N:8]=4)[CH2:11]3)=[C:18]2[CH:25]=[N:24]1. (5) Reactant: [C:1]1(C)[CH:6]=CC(S(O)(=O)=O)=C[CH:2]=1.[CH3:12][C:13]1[CH:14]=[C:15]([C@H:22]([OH:25])[CH2:23][OH:24])[CH:16]=[CH:17][C:18]=1[N+:19]([O-:21])=[O:20].COC(OC)(C)C. Product: [CH3:2][C:1]1([CH3:6])[O:25][C@@H:22]([C:15]2[CH:16]=[CH:17][C:18]([N+:19]([O-:21])=[O:20])=[C:13]([CH3:12])[CH:14]=2)[CH2:23][O:24]1. The catalyst class is: 54. (6) Reactant: [Cl:1][C:2]1[N:3]=[CH:4][CH:5]=[C:6]2[C:10]([I:11])=[CH:9][NH:8][C:7]=12.[H-].[Na+].[CH3:14][C:15]([O:18][C:19](O[C:19]([O:18][C:15]([CH3:17])([CH3:16])[CH3:14])=[O:20])=[O:20])([CH3:17])[CH3:16].CCOC(C)=O. Product: [Cl:1][C:2]1[N:3]=[CH:4][CH:5]=[C:6]2[C:10]([I:11])=[CH:9][N:8]([C:19]([O:18][C:15]([CH3:17])([CH3:16])[CH3:14])=[O:20])[C:7]=12. The catalyst class is: 1.